This data is from Forward reaction prediction with 1.9M reactions from USPTO patents (1976-2016). The task is: Predict the product of the given reaction. Given the reactants C(OC(=O)[NH:10][C:11]1[C:16]([F:17])=[CH:15][C:14]([CH2:18][C@H:19]2[C@H:24]([OH:25])[C@@H:23]([NH:26][CH2:27][C:28]3[CH:33]=[CH:32][CH:31]=[C:30]([C:34]([CH3:37])([CH3:36])[CH3:35])[CH:29]=3)[CH2:22][S:21](=[NH:39])(=[O:38])[CH2:20]2)=[CH:13][C:12]=1[CH2:40][CH2:41][CH2:42][CH3:43])C1C=CC=CC=1.C(Cl)[Cl:46].CO, predict the reaction product. The product is: [ClH:46].[NH2:10][C:11]1[C:16]([F:17])=[CH:15][C:14]([CH2:18][C@H:19]2[C@H:24]([OH:25])[C@@H:23]([NH:26][CH2:27][C:28]3[CH:33]=[CH:32][CH:31]=[C:30]([C:34]([CH3:37])([CH3:36])[CH3:35])[CH:29]=3)[CH2:22][S:21](=[NH:39])(=[O:38])[CH2:20]2)=[CH:13][C:12]=1[CH2:40][CH2:41][CH2:42][CH3:43].